This data is from Reaction yield outcomes from USPTO patents with 853,638 reactions. The task is: Predict the reaction yield, written as a fraction of the theoretical maximum amount of product (1.0 means a 100% yield; for example, 0.34 means a 34% yield). (1) The reactants are [H-].[Na+].F[C:4]1[CH:9]=[CH:8][C:7]([N+:10]([O-:12])=[O:11])=[CH:6][CH:5]=1.[F:13][C:14]1[CH:19]=[CH:18][CH:17]=[C:16]([F:20])[C:15]=1[OH:21]. The catalyst is CN(C)C=O.O. The product is [F:13][C:14]1[CH:19]=[CH:18][CH:17]=[C:16]([F:20])[C:15]=1[O:21][C:4]1[CH:9]=[CH:8][C:7]([N+:10]([O-:12])=[O:11])=[CH:6][CH:5]=1. The yield is 0.800. (2) The reactants are N1C=CN=[CH:2]1.[Si:6](Cl)([C:9]([CH3:12])([CH3:11])[CH3:10])(C)C.OCC1N[C:20](=[O:22])[CH2:19]CC1.[CH:23]1[CH:28]=CC=C[CH:24]=1.[CH3:29][N:30]([CH:32]=[O:33])C. The catalyst is CCOC(C)=O. The product is [C:9]([SiH2:6][O:22][C:20]([CH3:19])([CH3:2])[CH:29]1[NH:30][C:32](=[O:33])[CH2:28][CH2:23][CH2:24]1)([CH3:12])([CH3:11])[CH3:10]. The yield is 0.880. (3) The catalyst is C(O)C.[Pd]. The product is [NH2:1][C:4]1[CH:12]=[CH:11][CH:10]=[C:9]2[C:5]=1[CH2:6][CH2:7][CH2:8]2. The yield is 0.860. The reactants are [N+:1]([C:4]1[CH:12]=[CH:11][CH:10]=[C:9]2[C:5]=1[CH2:6][CH2:7][CH2:8]2)([O-])=O.C(OCC)(=O)C. (4) The reactants are [CH3:1][O:2][C:3](=[O:32])[C:4]1[CH:9]=[C:8]([O:10][CH:11]([CH3:13])[CH3:12])[CH:7]=[C:6]([C:14](=O)[C:15]2[CH:20]=[CH:19][C:18]([P:21]([O:27][CH:28]([CH3:30])[CH3:29])([O:23][CH:24]([CH3:26])[CH3:25])=[O:22])=[CH:17][CH:16]=2)[CH:5]=1.[BH4-].[Na+]. The catalyst is CO. The product is [CH3:1][O:2][C:3](=[O:32])[C:4]1[CH:9]=[C:8]([O:10][CH:11]([CH3:12])[CH3:13])[CH:7]=[C:6]([CH2:14][C:15]2[CH:20]=[CH:19][C:18]([P:21]([O:23][CH:24]([CH3:26])[CH3:25])([O:27][CH:28]([CH3:29])[CH3:30])=[O:22])=[CH:17][CH:16]=2)[CH:5]=1. The yield is 1.00. (5) The reactants are [Cl:1][C:2]1[CH:3]=[C:4]([NH:8][C:9]2[CH:14]=[C:13]([NH2:15])[N:12]=[CH:11][N:10]=2)[CH:5]=[CH:6][CH:7]=1.[Cl:16][C:17]1[CH:22]=[CH:21][CH:20]=[CH:19][C:18]=1[N:23]=[C:24]=[O:25]. The catalyst is COCCOCCOC. The product is [Cl:16][C:17]1[CH:22]=[CH:21][CH:20]=[CH:19][C:18]=1[NH:23][C:24](=[O:25])[NH:15][C:13]1[CH:14]=[C:9]([NH:8][C:4]2[CH:5]=[CH:6][CH:7]=[C:2]([Cl:1])[CH:3]=2)[N:10]=[CH:11][N:12]=1. The yield is 0.520. (6) The reactants are CC(C1C=C(C(C)C)C(C2C=CC=CC=2P(C2CCCCC2)C2CCCCC2)=C(C(C)C)C=1)C.Cl[C:36]1[CH:37]=[CH:38][N:39]2[C:44]=1[C:43]([O:45][C:46]1[CH:51]=[CH:50][C:49]([NH2:52])=[CH:48][C:47]=1[F:53])=[N:42][CH:41]=[N:40]2.[C:54]([NH:57][C:58]1[CH:59]=[C:60](B(O)O)[CH:61]=[CH:62][CH:63]=1)(=[O:56])[CH3:55].P([O-])([O-])([O-])=O.[K+].[K+].[K+]. The catalyst is C([O-])(=O)C.[Pd+2].C([O-])(=O)C. The product is [NH2:52][C:49]1[CH:50]=[CH:51][C:46]([O:45][C:43]2[C:44]3=[C:36]([C:62]4[CH:63]=[C:58]([NH:57][C:54](=[O:56])[CH3:55])[CH:59]=[CH:60][CH:61]=4)[CH:37]=[CH:38][N:39]3[N:40]=[CH:41][N:42]=2)=[C:47]([F:53])[CH:48]=1. The yield is 0.260.